Task: Binary Classification. Given a drug SMILES string, predict its activity (active/inactive) in a high-throughput screening assay against a specified biological target.. Dataset: HIV replication inhibition screening data with 41,000+ compounds from the AIDS Antiviral Screen (1) The molecule is CC(C)(CCCCC(C)(C)NC(=O)Nc1ccc(Cl)c(Cl)c1)NC(=O)Nc1ccc(Cl)c(Cl)c1. The result is 0 (inactive). (2) The compound is COCCCNC(=O)CC(=O)NCCCOC. The result is 0 (inactive). (3) The drug is Cc1ccc(C)n1-c1ccccc1C1C=CN(C(=O)OC(C)(C)C)C=C1. The result is 0 (inactive). (4) The drug is C=CCc1ccc(O)c(-c2cc(C3Oc4c(-c5cc(CC=C)ccc5O)cc(O)cc4C3CO)ccc2O)c1. The result is 0 (inactive). (5) The molecule is CS(=O)(=O)c1nc(=N)o[nH]1. The result is 0 (inactive). (6) The compound is COc1ccc2[nH]c3c(C)cc([N+](=O)[O-])c(C)c3c2c1. The result is 0 (inactive). (7) The molecule is Cl.NC1c2ccsc2C(=O)C1O. The result is 0 (inactive).